Dataset: Cav3 T-type calcium channel HTS with 100,875 compounds. Task: Binary Classification. Given a drug SMILES string, predict its activity (active/inactive) in a high-throughput screening assay against a specified biological target. (1) The compound is S(=O)(=O)(Cc1oc(C(=O)NC(c2cc3OCCOc3cc2)C)cc1)c1c(cccc1)C. The result is 0 (inactive). (2) The molecule is S(=O)(=O)(N1CCCC1)c1ccc(NC(=O)c2nn3c(cc(nc3n2)C)C(F)F)cc1. The result is 0 (inactive). (3) The compound is O=C(Nc1c2c([nH]c1C(OCC)=O)cc(OC)c(OC)c2)CN1CCN(CC1)C. The result is 0 (inactive). (4) The drug is O=C1c2c(n(c(=O)c(c2)C(=O)Nc2nc(ccc2)C)c2ccccc2)CCC1. The result is 0 (inactive). (5) The result is 0 (inactive). The compound is Clc1ccc(OCCCn2c3c(n(c2=O)C)cccc3)cc1. (6) The drug is S(c1c([N+]([O-])=O)cc(cc1)/C=N\O)c1ccc(cc1)C. The result is 0 (inactive). (7) The molecule is O(C(=O)C=1C(n2[nH]nnc2=NC1C)c1c(OC)c(OC)c(OC)cc1)CCCCC. The result is 0 (inactive). (8) The molecule is S(CC(=O)NC1CCCCCC1)c1oc(nn1)c1occc1. The result is 0 (inactive).